This data is from hERG potassium channel inhibition data for cardiac toxicity prediction from Karim et al.. The task is: Regression/Classification. Given a drug SMILES string, predict its toxicity properties. Task type varies by dataset: regression for continuous values (e.g., LD50, hERG inhibition percentage) or binary classification for toxic/non-toxic outcomes (e.g., AMES mutagenicity, cardiotoxicity, hepatotoxicity). Dataset: herg_karim. (1) The molecule is COc1nn(C2CCN(C(C)=O)CC2)cc1Nc1ncc(Cl)c(-c2cnc3ccccn23)n1. The result is 1 (blocker). (2) The drug is CN1CCC[C@H](c2c(-c3ccccc3)[nH]c3ccccc23)C1. The result is 1 (blocker).